This data is from Full USPTO retrosynthesis dataset with 1.9M reactions from patents (1976-2016). The task is: Predict the reactants needed to synthesize the given product. (1) Given the product [C:1]([O:4][CH2:5][C:6]1[CH:11]=[C:10]([CH3:22])[C:9]([O:20][CH3:21])=[CH:8][N:7]=1)(=[O:3])[CH3:2], predict the reactants needed to synthesize it. The reactants are: [C:1]([O:4][CH2:5][C:6]1[CH:11]=[C:10](OS(C(F)(F)F)(=O)=O)[C:9]([O:20][CH3:21])=[CH:8][N:7]=1)(=[O:3])[CH3:2].[C:22](=O)([O-])[O-].[K+].[K+].CB1OB(C)OB(C)O1.O. (2) Given the product [Br:1][C:2]1[CH:3]=[C:4]2[C:9](=[CH:10][C:11]=1[O:12][CH2:13][C:14]1[CH:15]=[C:16]([S:20]([CH3:28])(=[NH:22])=[O:21])[CH:17]=[CH:18][CH:19]=1)[N:8]=[CH:7][N:6]=[C:5]2[NH:29][CH:30]([CH2:31][OH:32])[CH2:33][OH:34], predict the reactants needed to synthesize it. The reactants are: [Br:1][C:2]1[CH:3]=[C:4]2[C:9](=[CH:10][C:11]=1[O:12][CH2:13][C:14]1[CH:15]=[C:16]([S:20]([CH3:28])(=[N:22]C(OCC)=O)=[O:21])[CH:17]=[CH:18][CH:19]=1)[N:8]=[CH:7][N:6]=[C:5]2[NH:29][CH:30]([CH2:33][OH:34])[CH2:31][OH:32]. (3) Given the product [CH2:2]([O:9][C:10](=[O:34])[NH:11][C:12]1[C:17]([F:18])=[CH:16][C:15]([CH2:19][C@H:20]2[C@H:25]([OH:26])[C@@H:24]([NH:27][CH2:42][C:41]3[CH:44]=[CH:45][CH:46]=[C:39]([C:35]([CH3:38])([CH3:37])[CH3:36])[CH:40]=3)[CH2:23][S:22](=[O:28])(=[O:29])[CH2:21]2)=[CH:14][C:13]=1[CH2:30][CH2:31][CH2:32][CH3:33])[C:3]1[CH:4]=[CH:5][CH:6]=[CH:7][CH:8]=1, predict the reactants needed to synthesize it. The reactants are: Cl.[CH2:2]([O:9][C:10](=[O:34])[NH:11][C:12]1[C:17]([F:18])=[CH:16][C:15]([CH2:19][C@H:20]2[C@H:25]([OH:26])[C@@H:24]([NH2:27])[CH2:23][S:22](=[O:29])(=[O:28])[CH2:21]2)=[CH:14][C:13]=1[CH2:30][CH2:31][CH2:32][CH3:33])[C:3]1[CH:8]=[CH:7][CH:6]=[CH:5][CH:4]=1.[C:35]([C:39]1[CH:40]=[C:41]([CH:44]=[CH:45][CH:46]=1)[CH:42]=O)([CH3:38])([CH3:37])[CH3:36]. (4) Given the product [CH:1]([C:6]1[CH:11]=[CH:10][C:9]([C:12]([F:15])([F:14])[F:13])=[CH:8][N:7]=1)=[CH2:2], predict the reactants needed to synthesize it. The reactants are: [CH:1]([Mg]Br)=[CH2:2].Br[C:6]1[CH:11]=[CH:10][C:9]([C:12]([F:15])([F:14])[F:13])=[CH:8][N:7]=1. (5) The reactants are: Cl[C:2]1[N:7]=[C:6]([CH3:8])[C:5]([C:9]2[CH:17]=[C:16]([C:18]([F:21])([F:20])[F:19])[CH:15]=[C:14]3[C:10]=2[CH:11]=[N:12][NH:13]3)=[CH:4][CH:3]=1.CCN([CH2:27][CH3:28])CC.[CH3:29][S:30]([O-:32])=[O:31].[Na+].C(O)(=O)C. Given the product [CH3:8][C:6]1[C:5]([C:9]2[CH:17]=[C:16]([C:18]([F:21])([F:20])[F:19])[CH:15]=[C:14]3[C:10]=2[CH:11]=[N:12][NH:13]3)=[CH:4][CH:3]=[C:2]([CH2:28][CH2:27][S:30]([CH3:29])(=[O:32])=[O:31])[N:7]=1, predict the reactants needed to synthesize it. (6) Given the product [Br:4][C:5]1[CH:11]=[CH:10][C:8]([NH:9][C:2]#[N:1])=[CH:7][CH:6]=1, predict the reactants needed to synthesize it. The reactants are: [N:1]#[C:2]Br.[Br:4][C:5]1[CH:11]=[CH:10][C:8]([NH2:9])=[CH:7][CH:6]=1.